This data is from Full USPTO retrosynthesis dataset with 1.9M reactions from patents (1976-2016). The task is: Predict the reactants needed to synthesize the given product. Given the product [C:48]([O:47][C:45]([N:42]1[CH2:41][CH2:40][CH:39]([O:38][C:37]2[CH:52]=[CH:53][C:34]([NH:33][C:2]3[C:3]4[CH:25]=[C:11]([C:12]([O:14][CH3:15])=[O:13])[CH2:10][CH2:9][N:8]([CH2:16][C:17]5[CH:18]=[CH:19][C:20]([O:23][CH3:24])=[CH:21][CH:22]=5)[C:4]=4[N:5]=[CH:6][N:7]=3)=[CH:35][C:36]=2[Cl:54])[CH2:44][CH2:43]1)=[O:46])([CH3:51])([CH3:49])[CH3:50], predict the reactants needed to synthesize it. The reactants are: Cl[C:2]1[N:7]=[CH:6][N:5]=[C:4]([N:8]([CH2:16][C:17]2[CH:22]=[CH:21][C:20]([O:23][CH3:24])=[CH:19][CH:18]=2)[CH2:9][CH2:10][CH2:11][C:12]([O:14][CH3:15])=[O:13])[C:3]=1[CH:25]=O.C(=O)([O-])[O-].[Na+].[Na+].[NH2:33][C:34]1[CH:53]=[CH:52][C:37]([O:38][CH:39]2[CH2:44][CH2:43][N:42]([C:45]([O:47][C:48]([CH3:51])([CH3:50])[CH3:49])=[O:46])[CH2:41][CH2:40]2)=[C:36]([Cl:54])[CH:35]=1.C[O-].[Na+].CO.C(=O)(OC)OC.